Dataset: Forward reaction prediction with 1.9M reactions from USPTO patents (1976-2016). Task: Predict the product of the given reaction. Given the reactants [CH3:1][O:2][C:3]([CH3:32])([CH3:31])[C:4]#[C:5][C:6]1[CH:19]=[CH:18][C:17]2[O:16][C:15]3[C:10](=[CH:11][C:12]([C:20]4[CH:21]=[N:22][CH:23]=[N:24][CH:25]=4)=[CH:13][CH:14]=3)[C@@:9]3([CH2:29][O:28][C:27]([NH2:30])=[N:26]3)[C:8]=2[CH:7]=1, predict the reaction product. The product is: [CH3:1][O:2][C:3]([CH3:32])([CH3:31])[CH2:4][CH2:5][C:6]1[CH:19]=[CH:18][C:17]2[O:16][C:15]3[C:10](=[CH:11][C:12]([C:20]4[CH:25]=[N:24][CH:23]=[N:22][CH:21]=4)=[CH:13][CH:14]=3)[C@@:9]3([CH2:29][O:28][C:27]([NH2:30])=[N:26]3)[C:8]=2[CH:7]=1.